Dataset: Reaction yield outcomes from USPTO patents with 853,638 reactions. Task: Predict the reaction yield, written as a fraction of the theoretical maximum amount of product (1.0 means a 100% yield; for example, 0.34 means a 34% yield). The reactants are [S:1]1[C:5]2[CH:6]=[CH:7][CH:8]=[CH:9][C:4]=2[N:3]=[C:2]1[C:10]1[C:19]([N:20]2[CH2:24][CH2:23][CH2:22][C@@H:21]2[CH3:25])=[N:18][C:17]2[C:12](=[CH:13][CH:14]=[C:15]([C:26]([O:28]C)=[O:27])[CH:16]=2)[N:11]=1.[OH-].[Na+].O. The catalyst is O1CCCC1. The product is [S:1]1[C:5]2[CH:6]=[CH:7][CH:8]=[CH:9][C:4]=2[N:3]=[C:2]1[C:10]1[C:19]([N:20]2[CH2:24][CH2:23][CH2:22][C@@H:21]2[CH3:25])=[N:18][C:17]2[C:12](=[CH:13][CH:14]=[C:15]([C:26]([OH:28])=[O:27])[CH:16]=2)[N:11]=1. The yield is 0.570.